From a dataset of Full USPTO retrosynthesis dataset with 1.9M reactions from patents (1976-2016). Predict the reactants needed to synthesize the given product. (1) Given the product [CH2:1]([O:8][C:9]1[CH:14]=[C:13]([O:15][CH2:16][C:17]2[CH:22]=[CH:21][CH:20]=[CH:19][CH:18]=2)[C:12]([CH:23]([CH3:25])[CH3:24])=[CH:11][C:10]=1[C:26]1[O:30][N:29]=[C:28]([C:31]([NH:33][CH2:34][CH3:35])=[O:32])[C:27]=1[C:36]1[N:40]=[C:39]([N:46]([CH3:47])[CH3:45])[O:38][N:37]=1)[C:2]1[CH:3]=[CH:4][CH:5]=[CH:6][CH:7]=1, predict the reactants needed to synthesize it. The reactants are: [CH2:1]([O:8][C:9]1[CH:14]=[C:13]([O:15][CH2:16][C:17]2[CH:22]=[CH:21][CH:20]=[CH:19][CH:18]=2)[C:12]([CH:23]([CH3:25])[CH3:24])=[CH:11][C:10]=1[C:26]1[O:30][N:29]=[C:28]([C:31]([NH:33][CH2:34][CH3:35])=[O:32])[C:27]=1[C:36]1[N:40]=[C:39](C(Cl)(Cl)Cl)[O:38][N:37]=1)[C:2]1[CH:7]=[CH:6][CH:5]=[CH:4][CH:3]=1.[CH3:45][NH:46][CH3:47]. (2) Given the product [Cl:39][C:36]1[CH:37]=[CH:38][C:33]([C@@:13]23[O:32][C@@:10]([CH2:50][OH:51])([CH2:11][O:12]2)[C@@H:9]([OH:8])[C@H:15]([OH:16])[C@H:14]3[OH:24])=[CH:34][C:35]=1[CH2:40][C:41]1[CH:42]=[CH:43][C:44]2[O:48][CH2:47][CH2:46][C:45]=2[CH:49]=1, predict the reactants needed to synthesize it. The reactants are: C([O:8][C@H:9]1[C@H:15]([O:16]CC2C=CC=CC=2)[C@@H:14]([O:24]CC2C=CC=CC=2)[C@:13]2([C:33]3[CH:38]=[CH:37][C:36]([Cl:39])=[C:35]([CH2:40][C:41]4[CH:42]=[CH:43][C:44]5[O:48][CH2:47][CH2:46][C:45]=5[CH:49]=4)[CH:34]=3)[O:32][C@@:10]1([CH2:50][OH:51])[CH2:11][O:12]2)C1C=CC=CC=1.ClC1C=CC=CC=1Cl.